This data is from Forward reaction prediction with 1.9M reactions from USPTO patents (1976-2016). The task is: Predict the product of the given reaction. (1) Given the reactants [CH3:1][Mg]Br.[Cl:4][C:5]1[N:6]=[C:7]([N:23]2[CH2:28][CH2:27][O:26][CH2:25][CH2:24]2)[C:8]2[S:13][C:12]([C:14]3[CH:15]=[C:16]([C:20](=[O:22])[CH3:21])[CH:17]=[CH:18][CH:19]=3)=[CH:11][C:9]=2[N:10]=1, predict the reaction product. The product is: [Cl:4][C:5]1[N:6]=[C:7]([N:23]2[CH2:28][CH2:27][O:26][CH2:25][CH2:24]2)[C:8]2[S:13][C:12]([C:14]3[CH:15]=[C:16]([C:20]([OH:22])([CH3:1])[CH3:21])[CH:17]=[CH:18][CH:19]=3)=[CH:11][C:9]=2[N:10]=1. (2) Given the reactants [O:1]1CC[CH2:3][CH2:2]1.[H-].[Na+].[CH3:8][O:9][C:10]1[CH:15]=[CH:14][C:13]([C:16](=[O:18])[CH3:17])=[CH:12][C:11]=1[CH3:19].Cl, predict the reaction product. The product is: [CH3:8][O:9][C:10]1[CH:15]=[CH:14][C:13]([C:16](=[O:18])[CH2:17][C:2](=[O:1])[CH3:3])=[CH:12][C:11]=1[CH3:19]. (3) Given the reactants [Cl:1][C:2]1[CH:7]=[CH:6][C:5]([CH2:8][CH:9]([C:18]([NH:20]/[N:21]=[C:22]2\[NH:23][C:24]([F:41])=[CH:25][C:26]([C:28]3[CH:33]=[CH:32][N:31]=[C:30]([NH:34][C:35]4[N:36]([CH3:40])[N:37]=[CH:38][CH:39]=4)[N:29]=3)=[CH:27]\2)=O)[CH2:10][C:11]([O:13][C:14]([CH3:17])([CH3:16])[CH3:15])=[O:12])=[CH:4][CH:3]=1.CCN(C(C)C)C(C)C.C1C=CC(P(C2C=CC=CC=2)C2C=CC=CC=2)=CC=1.BrBr, predict the reaction product. The product is: [Cl:1][C:2]1[CH:7]=[CH:6][C:5]([CH2:8][CH:9]([C:18]2[N:23]3[C:24]([F:41])=[CH:25][C:26]([C:28]4[CH:33]=[CH:32][N:31]=[C:30]([NH:34][C:35]5[N:36]([CH3:40])[N:37]=[CH:38][CH:39]=5)[N:29]=4)=[CH:27][C:22]3=[N:21][N:20]=2)[CH2:10][C:11]([O:13][C:14]([CH3:17])([CH3:16])[CH3:15])=[O:12])=[CH:4][CH:3]=1. (4) Given the reactants [CH3:1][C:2]1[CH:3]=[C:4]([C:9]2[C:18]3[C:13](=[CH:14][C:15]([O:19][CH3:20])=[CH:16][CH:17]=3)[C:12](=O)[NH:11][N:10]=2)[CH:5]=[CH:6][C:7]=1[CH3:8].P(Cl)(Cl)([Cl:24])=O, predict the reaction product. The product is: [Cl:24][C:12]1[C:13]2[C:18](=[CH:17][CH:16]=[C:15]([O:19][CH3:20])[CH:14]=2)[C:9]([C:4]2[CH:5]=[CH:6][C:7]([CH3:8])=[C:2]([CH3:1])[CH:3]=2)=[N:10][N:11]=1. (5) Given the reactants [I:1][C:2]1[CH:3]=[C:4]([NH2:28])[C:5]([NH:8][CH2:9][C:10]2[CH:15]=[CH:14][C:13]([O:16][CH2:17][C:18]3[CH:23]=[CH:22][C:21]([O:24][CH3:25])=[CH:20][CH:19]=3)=[C:12]([O:26][CH3:27])[CH:11]=2)=[CH:6][CH:7]=1.[N:29]#[C:30]Br.[OH-].[Na+], predict the reaction product. The product is: [I:1][C:2]1[CH:7]=[CH:6][C:5]2[N:8]([CH2:9][C:10]3[CH:15]=[CH:14][C:13]([O:16][CH2:17][C:18]4[CH:23]=[CH:22][C:21]([O:24][CH3:25])=[CH:20][CH:19]=4)=[C:12]([O:26][CH3:27])[CH:11]=3)[C:30]([NH2:29])=[N:28][C:4]=2[CH:3]=1.